This data is from Forward reaction prediction with 1.9M reactions from USPTO patents (1976-2016). The task is: Predict the product of the given reaction. (1) Given the reactants [CH3:1][O:2][C:3]1[CH:4]=[C:5]([CH2:11][CH:12]([NH2:17])[CH2:13][CH:14]([CH3:16])[CH3:15])[CH:6]=[CH:7][C:8]=1[O:9][CH3:10].[CH:18](OCC)=[O:19], predict the reaction product. The product is: [CH3:1][O:2][C:3]1[CH:4]=[C:5]([CH2:11][CH:12]([NH:17][CH:18]=[O:19])[CH2:13][CH:14]([CH3:15])[CH3:16])[CH:6]=[CH:7][C:8]=1[O:9][CH3:10]. (2) Given the reactants [Cl:1][C:2]1[CH:7]=[CH:6][CH:5]=[C:4]([F:8])[C:3]=1[C:9]1[C:13]([NH2:14])=[C:12]([C:15]2[CH:16]=[N:17][N:18]([C:24]3[CH:29]=[CH:28][CH:27]=[C:26]([Cl:30])[CH:25]=3)[C:19]=2[C:20]([F:23])([F:22])[F:21])[O:11][N:10]=1.O.[CH:32](O)=[O:33], predict the reaction product. The product is: [Cl:1][C:2]1[CH:7]=[CH:6][CH:5]=[C:4]([F:8])[C:3]=1[C:9]1[C:13]([NH:14][CH:32]=[O:33])=[C:12]([C:15]2[CH:16]=[N:17][N:18]([C:24]3[CH:29]=[CH:28][CH:27]=[C:26]([Cl:30])[CH:25]=3)[C:19]=2[C:20]([F:21])([F:23])[F:22])[O:11][N:10]=1. (3) Given the reactants [CH2:1]([N:8]1[C:16]2[C:11](=[CH:12][C:13]([C:17]3[CH:22]=[CH:21][C:20]([F:23])=[C:19]([Cl:24])[CH:18]=3)=[CH:14][CH:15]=2)[C:10]([C:25](=[O:31])[C:26]([O:28]CC)=[O:27])=[CH:9]1)[C:2]1[CH:7]=[CH:6][CH:5]=[CH:4][CH:3]=1.[OH-].[K+], predict the reaction product. The product is: [CH2:1]([N:8]1[C:16]2[C:11](=[CH:12][C:13]([C:17]3[CH:22]=[CH:21][C:20]([F:23])=[C:19]([Cl:24])[CH:18]=3)=[CH:14][CH:15]=2)[C:10]([C:25](=[O:31])[C:26]([OH:28])=[O:27])=[CH:9]1)[C:2]1[CH:7]=[CH:6][CH:5]=[CH:4][CH:3]=1. (4) Given the reactants CC1(C)C(C)(C)OB([C:9]2[CH:10]=[CH:11][C:12]([NH:15][C:16](=[O:18])[CH3:17])=[N:13][CH:14]=2)O1.Cl[C:21]1[N:22]=[C:23]2[C:28](=[CH:29][CH:30]=1)[N:27]=[CH:26][C:25]1[CH:31]=[CH:32][C:33](=[O:45])[N:34]([C:35]3[CH:40]=[CH:39][CH:38]=[C:37]([C:41]([F:44])([F:43])[F:42])[CH:36]=3)[C:24]2=1.C(=O)([O-])[O-].[Na+].[Na+], predict the reaction product. The product is: [O:45]=[C:33]1[N:34]([C:35]2[CH:40]=[CH:39][CH:38]=[C:37]([C:41]([F:44])([F:43])[F:42])[CH:36]=2)[C:24]2[C:23]3[C:28](=[CH:29][CH:30]=[C:21]([C:9]4[CH:10]=[CH:11][C:12]([NH:15][C:16](=[O:18])[CH3:17])=[N:13][CH:14]=4)[N:22]=3)[N:27]=[CH:26][C:25]=2[CH:31]=[CH:32]1. (5) The product is: [C:12]([N:15]1[CH2:20][CH2:19][CH:18]([CH2:21][C:22]2[CH:27]=[CH:26][C:25]([S:28]([NH:4][CH2:1][CH2:2][CH3:3])(=[O:30])=[O:29])=[CH:24][CH:23]=2)[CH2:17][CH2:16]1)(=[O:14])[CH3:13]. Given the reactants [CH2:1]([NH2:4])[CH2:2][CH3:3].C(N(CC)CC)C.[C:12]([N:15]1[CH2:20][CH2:19][CH:18]([CH2:21][C:22]2[CH:27]=[CH:26][C:25]([S:28](Cl)(=[O:30])=[O:29])=[CH:24][CH:23]=2)[CH2:17][CH2:16]1)(=[O:14])[CH3:13].Cl, predict the reaction product. (6) Given the reactants [CH3:1][S:2][CH2:3][C:4]1[CH:5]=[CH:6][CH:7]=[C:8]2[C:12]=1[NH:11][CH:10]=[CH:9]2.[Cl:13][C:14]1[CH:19]=[CH:18][C:17]([CH:20]([C:22]2[CH:27]=[CH:26][C:25]([Cl:28])=[CH:24][C:23]=2[F:29])O)=[C:16]([F:30])[CH:15]=1.FC1C=CC(C(C2C=CC(F)=CC=2)C2C3C(=C(CSC)C=CC=3)NC=2)=CC=1, predict the reaction product. The product is: [Cl:13][C:14]1[CH:19]=[CH:18][C:17]([CH:20]([C:22]2[CH:27]=[CH:26][C:25]([Cl:28])=[CH:24][C:23]=2[F:29])[C:9]2[C:8]3[C:12](=[C:4]([CH2:3][S:2][CH3:1])[CH:5]=[CH:6][CH:7]=3)[NH:11][CH:10]=2)=[C:16]([F:30])[CH:15]=1. (7) Given the reactants [Cl:1][C:2]1[CH:7]=[CH:6][C:5]([CH2:8][C:9]#[N:10])=[CH:4][CH:3]=1.Cl[CH2:12][CH2:13][CH2:14][O:15][CH2:16]Cl.C(OCC)C.[H-].[Na+].CN1CCCC1=O, predict the reaction product. The product is: [Cl:1][C:2]1[CH:7]=[CH:6][C:5]([C:8]2([C:9]#[N:10])[CH2:12][CH2:13][CH2:14][O:15][CH2:16]2)=[CH:4][CH:3]=1. (8) The product is: [CH3:11][C:5]([NH:12][C:13]([C:15]1[CH:20]=[C:19]([O:21][CH2:22][C:23]([F:26])([F:25])[F:24])[C:18]([CH:28]2[CH2:30][CH2:29]2)=[CH:17][N:16]=1)=[O:14])([C:3]1[N:4]=[C:36]([CH3:37])[O:1][N:2]=1)[CH2:6][C:7]([CH3:10])([CH3:9])[CH3:8]. Given the reactants [OH:1][NH:2][C:3]([C:5]([NH:12][C:13]([C:15]1[CH:20]=[C:19]([O:21][CH2:22][C:23]([F:26])([F:25])[F:24])[C:18](Br)=[CH:17][N:16]=1)=[O:14])([CH3:11])[CH2:6][C:7]([CH3:10])([CH3:9])[CH3:8])=[NH:4].[CH:28]1([B-](F)(F)F)[CH2:30][CH2:29]1.[K+].[CH2:36](P(C12CC3CC(CC(C3)C1)C2)C12CC3CC(CC(C3)C1)C2)[CH2:37]CC.C(=O)([O-])[O-].[Cs+].[Cs+], predict the reaction product. (9) Given the reactants [CH2:1]([N:8]([CH2:14]OC)[CH2:9][Si](C)(C)C)[C:2]1[CH:7]=[CH:6][CH:5]=[CH:4][CH:3]=1.[Si:17]([O:24][CH2:25][C@@H:26]([CH3:30])/[CH:27]=[CH:28]/[CH3:29])([C:20]([CH3:23])([CH3:22])[CH3:21])([CH3:19])[CH3:18].FC(F)(F)[C:33](O)=[O:34].O.C(=O)(O)[O-:40].[Na+], predict the reaction product. The product is: [CH3:33][O:34][C:29]([CH:28]1[CH:27]([C@H:26]([CH3:30])[CH2:25][O:24][Si:17]([C:20]([CH3:21])([CH3:22])[CH3:23])([CH3:19])[CH3:18])[CH2:9][N:8]([CH2:1][C:2]2[CH:3]=[CH:4][CH:5]=[CH:6][CH:7]=2)[CH2:14]1)=[O:40].